This data is from Catalyst prediction with 721,799 reactions and 888 catalyst types from USPTO. The task is: Predict which catalyst facilitates the given reaction. (1) Reactant: [Cl:1][C:2]1[CH:3]=[C:4]([CH:8]=[C:9]([Cl:11])[CH:10]=1)[C:5]([OH:7])=O.[CH3:12][CH2:13]N(C(C)C)C(C)C.Cl.Cl.[NH2:23][CH2:24][CH:25]1[CH2:30][CH2:29][N:28]([CH2:31][CH2:32][NH:33][S:34]([C:37](F)(F)F)(=[O:36])=[O:35])[CH2:27][CH2:26]1.CN(C(ON1N=NC2C=CC=NC1=2)=[N+](C)C)C.F[P-](F)(F)(F)(F)F. Product: [Cl:11][C:9]1[CH:8]=[C:4]([CH:3]=[C:2]([Cl:1])[CH:10]=1)[C:5]([NH:23][CH2:24][CH:25]1[CH2:30][CH2:29][N:28]([CH2:31][CH2:32][NH:33][S:34]([CH:37]2[CH2:13][CH2:12]2)(=[O:36])=[O:35])[CH2:27][CH2:26]1)=[O:7]. The catalyst class is: 3. (2) Reactant: [CH3:1][C:2]1[N:9]([CH2:10][C:11]([O:13]CC)=[O:12])[C:5]2[N:6]=[CH:7][S:8][C:4]=2[C:3]=1[CH2:16][C:17]1[CH:22]=[CH:21][CH:20]=[CH:19][C:18]=1[S:23]([N:26]1[CH2:30][CH2:29][CH2:28][CH2:27]1)(=[O:25])=[O:24].[OH-].[Li+]. Product: [CH3:1][C:2]1[N:9]([CH2:10][C:11]([OH:13])=[O:12])[C:5]2[N:6]=[CH:7][S:8][C:4]=2[C:3]=1[CH2:16][C:17]1[CH:22]=[CH:21][CH:20]=[CH:19][C:18]=1[S:23]([N:26]1[CH2:30][CH2:29][CH2:28][CH2:27]1)(=[O:25])=[O:24]. The catalyst class is: 87. (3) Reactant: [CH2:1]([O:5][CH2:6][CH2:7][O:8][C:9]1[CH:14]=[CH:13][C:12]([C:15]2[CH:16]=[CH:17][C:18]3[N:24]([CH2:25][CH:26]([CH3:28])[CH3:27])[CH2:23][CH2:22][C:21]([C:29]([NH:31][C:32]4[CH:37]=[CH:36][C:35]([S:38][C:39]5[N:40]([CH3:44])[CH:41]=[CH:42][N:43]=5)=[CH:34][CH:33]=4)=[O:30])=[CH:20][C:19]=3[CH:45]=2)=[CH:11][CH:10]=1)[CH2:2][CH2:3][CH3:4].ClC1C=CC=C(C(OO)=[O:54])C=1. Product: [CH2:1]([O:5][CH2:6][CH2:7][O:8][C:9]1[CH:10]=[CH:11][C:12]([C:15]2[CH:16]=[CH:17][C:18]3[N:24]([CH2:25][CH:26]([CH3:27])[CH3:28])[CH2:23][CH2:22][C:21]([C:29]([NH:31][C:32]4[CH:33]=[CH:34][C:35]([S:38]([C:39]5[N:40]([CH3:44])[CH:41]=[CH:42][N:43]=5)=[O:54])=[CH:36][CH:37]=4)=[O:30])=[CH:20][C:19]=3[CH:45]=2)=[CH:13][CH:14]=1)[CH2:2][CH2:3][CH3:4]. The catalyst class is: 4. (4) Reactant: [NH2:1][C:2]1[C:10]2[C:5](=[CH:6][N:7]=[CH:8][C:9]=2[O:11][C:12]2[CH:17]=[CH:16][C:15]([Cl:18])=[CH:14][CH:13]=2)[S:4][C:3]=1[C:19]([OH:21])=O.O.O[N:24]1C2C=CC=CC=2N=N1.[NH4+].[Cl-].CN1CCOCC1.Cl.CN(C)CCCN=C=NCC.C([O-])(O)=O.[Na+]. Product: [NH2:1][C:2]1[C:10]2[C:5](=[CH:6][N:7]=[CH:8][C:9]=2[O:11][C:12]2[CH:17]=[CH:16][C:15]([Cl:18])=[CH:14][CH:13]=2)[S:4][C:3]=1[C:19]([NH2:24])=[O:21]. The catalyst class is: 3. (5) The catalyst class is: 34. Reactant: [N:1]1[C:10]2[C:5](=[CH:6][CH:7]=[CH:8][CH:9]=2)[CH:4]=[CH:3][C:2]=1[CH2:11][O:12][C:13]1[CH:18]=[CH:17][C:16]([CH2:19][C:20]([OH:22])=O)=[CH:15][CH:14]=1.[CH3:23]CN(C(C)C)C(C)C.C1C=CC2N(O)N=NC=2C=1.C(Cl)CCl.[NH2:46][C:47]([CH3:52])([CH3:51])[C:48]([O-:50])=[O:49]. Product: [CH3:51][C:47]([NH:46][C:20](=[O:22])[CH2:19][C:16]1[CH:17]=[CH:18][C:13]([O:12][CH2:11][C:2]2[CH:3]=[CH:4][C:5]3[C:10](=[CH:9][CH:8]=[CH:7][CH:6]=3)[N:1]=2)=[CH:14][CH:15]=1)([CH3:52])[C:48]([O:50][CH3:23])=[O:49].